Dataset: Forward reaction prediction with 1.9M reactions from USPTO patents (1976-2016). Task: Predict the product of the given reaction. (1) Given the reactants [NH:1]1[C:5]2[CH:6]=[CH:7][CH:8]=[CH:9][C:4]=2[N:3]=[C:2]1[CH2:10][NH:11][C:12]1[CH:16]=[CH:15][NH:14][C:13]=1[C:17]([O:19]CC)=O.C(Cl)Cl.C([N:33]=[C:34]=[S:35])(=O)C1C=CC=CC=1, predict the reaction product. The product is: [NH:3]1[C:4]2[CH:9]=[CH:8][CH:7]=[CH:6][C:5]=2[N:1]=[C:2]1[CH2:10][N:11]1[C:12]2[CH:16]=[CH:15][NH:14][C:13]=2[C:17](=[O:19])[NH:33][C:34]1=[S:35]. (2) Given the reactants Cl.[NH2:2][CH2:3][C:4]([NH:6][CH:7]([C:14]1[CH:19]=[CH:18][C:17]([Cl:20])=[CH:16][CH:15]=1)[C:8]1[CH:13]=[CH:12][CH:11]=[CH:10][CH:9]=1)=[O:5].[CH3:21][O:22][C:23]1[CH:31]=[CH:30][C:26]([C:27](O)=[O:28])=[C:25]([CH3:32])[CH:24]=1, predict the reaction product. The product is: [Cl:20][C:17]1[CH:18]=[CH:19][C:14]([CH:7]([NH:6][C:4]([CH2:3][NH:2][C:27](=[O:28])[C:26]2[CH:30]=[CH:31][C:23]([O:22][CH3:21])=[CH:24][C:25]=2[CH3:32])=[O:5])[C:8]2[CH:13]=[CH:12][CH:11]=[CH:10][CH:9]=2)=[CH:15][CH:16]=1. (3) Given the reactants [H-].[Na+].[CH2:3]([N:10]([CH2:15][C:16]1[NH:20][N:19]=[CH:18][CH:17]=1)[C:11](=[O:14])[CH2:12]Cl)[C:4]1[CH:9]=[CH:8][CH:7]=[CH:6][CH:5]=1.[NH4+].[Cl-], predict the reaction product. The product is: [CH2:3]([N:10]1[C:11](=[O:14])[CH2:12][N:20]2[N:19]=[CH:18][CH:17]=[C:16]2[CH2:15]1)[C:4]1[CH:9]=[CH:8][CH:7]=[CH:6][CH:5]=1. (4) Given the reactants [NH:1](C(OCC1C2C(=CC=CC=2)C2C1=CC=CC=2)=O)[C@H:2]([C:15]([NH:17][C:18]1[CH:27]=[C:26]2[C:21]([C:22]([CH3:29])=[CH:23][C:24](=[O:28])[O:25]2)=[CH:20][CH:19]=1)=[O:16])[CH2:3][C:4]1[CH:9]=[CH:8][C:7]([O:10][C:11]([CH3:14])([CH3:13])[CH3:12])=[CH:6][CH:5]=1.C(S)CCCCCCC.C1CCN2C(=NCCC2)CC1, predict the reaction product. The product is: [NH2:1][C@H:2]([C:15]([NH:17][C:18]1[CH:27]=[C:26]2[C:21]([C:22]([CH3:29])=[CH:23][C:24](=[O:28])[O:25]2)=[CH:20][CH:19]=1)=[O:16])[CH2:3][C:4]1[CH:9]=[CH:8][C:7]([O:10][C:11]([CH3:14])([CH3:13])[CH3:12])=[CH:6][CH:5]=1. (5) Given the reactants [Cl:1][C:2]1[CH:7]=[C:6]([CH2:8][OH:9])[CH:5]=[C:4]([Cl:10])[N:3]=1.CC(OI1(OC(C)=O)(OC(C)=O)OC(=O)C2C=CC=CC1=2)=O, predict the reaction product. The product is: [Cl:1][C:2]1[CH:7]=[C:6]([CH:5]=[C:4]([Cl:10])[N:3]=1)[CH:8]=[O:9]. (6) Given the reactants C([O:8][C@@H:9]1[C@H:13]2[O:14][CH2:15][C@:10]1([CH2:25][O:26]C(C1C=CC=CC=1)(C1C=CC(OC)=CC=1)C1C=CC(OC)=CC=1)[O:11][C@H:12]2[N:16]1[CH:24]=[C:22]([CH3:23])[C:20](=[O:21])[NH:19][C:17]1=[O:18])C1C=CC=CC=1, predict the reaction product. The product is: [OH:8][C@@H:9]1[C@H:13]2[O:14][CH2:15][C@:10]1([CH2:25][OH:26])[O:11][C@H:12]2[N:16]1[CH:24]=[C:22]([CH3:23])[C:20](=[O:21])[NH:19][C:17]1=[O:18]. (7) Given the reactants [CH3:1][O:2]CCOCCOCCOCCOCCOCCO.C(O)COCCOCCO.[C:31]([Cl:34])(Cl)=[O:32].C1(C)C=CC=CC=1.[CH2:42]([OH:60])[CH2:43][O:44][CH2:45][CH2:46][O:47][CH2:48][CH2:49][O:50][CH2:51][CH2:52][O:53][CH2:54][CH2:55][O:56][CH2:57][CH2:58][OH:59], predict the reaction product. The product is: [Cl:34][C:31]([OH:32])=[O:2].[CH3:1][CH:58]([OH:59])[CH2:57][O:56][CH2:55][CH2:54][O:53][CH2:52][CH2:51][O:50][CH2:49][CH2:48][O:47][CH2:46][CH2:45][O:44][CH2:43][CH2:42][OH:60]. (8) Given the reactants [Br:1][C:2]1[C:3]2[CH:12]=[CH:11][CH:10]=[CH:9][C:4]=2[O:5][C:6]=1C=O.C1(C)C=CC(S(O)(=O)=O)=CC=1.[CH:24]([O:31][CH2:32][CH3:33])([O:28][CH2:29][CH3:30])OCC, predict the reaction product. The product is: [Br:1][C:2]1[C:3]2[CH:12]=[CH:11][CH:10]=[CH:9][C:4]=2[O:5][C:6]=1[CH:24]([O:28][CH2:29][CH3:30])[O:31][CH2:32][CH3:33]. (9) Given the reactants C1(C[N:8]2[CH2:13][CH:12]3[C:10]([C:14]4[CH:19]=[CH:18][C:17]([C:20]([F:23])([F:22])[F:21])=[CH:16][N:15]=4)([CH2:11]3)[CH2:9]2)C=CC=CC=1.Cl, predict the reaction product. The product is: [F:23][C:20]([F:21])([F:22])[C:17]1[CH:18]=[CH:19][C:14]([C:10]23[CH2:11][CH:12]2[CH2:13][NH:8][CH2:9]3)=[N:15][CH:16]=1. (10) Given the reactants Br[CH2:2][CH2:3][CH2:4][CH2:5][O:6][C:7]1[CH:22]=[CH:21][C:10]2[C:11]([C:14]3[CH:19]=[CH:18][C:17]([F:20])=[CH:16][CH:15]=3)=[N:12][S:13][C:9]=2[CH:8]=1.[CH3:23][O:24][CH2:25][CH2:26][NH:27][CH2:28][CH3:29], predict the reaction product. The product is: [CH2:28]([N:27]([CH2:2][CH2:3][CH2:4][CH2:5][O:6][C:7]1[CH:22]=[CH:21][C:10]2[C:11]([C:14]3[CH:19]=[CH:18][C:17]([F:20])=[CH:16][CH:15]=3)=[N:12][S:13][C:9]=2[CH:8]=1)[CH2:26][CH2:25][O:24][CH3:23])[CH3:29].